Predict the reactants needed to synthesize the given product. From a dataset of Full USPTO retrosynthesis dataset with 1.9M reactions from patents (1976-2016). (1) Given the product [O:48]1[C:44]2([CH2:49][C@@H:41]([C:39]3[NH:38][C:37]4[CH:60]=[C:33]([C:25]5[CH:26]=[C:27]6[C:22]([C:21]7[CH:20]=[CH:19][C:18]([C:15]8[NH:14][C:13]([C@@H:9]9[CH2:10][CH2:11][CH2:12][N:8]9[C:6]([O:5][C:1]([CH3:4])([CH3:3])[CH3:2])=[O:7])=[N:17][CH:16]=8)=[CH:30][C:29]=7[C:28]6([F:31])[F:32])=[CH:23][CH:24]=5)[CH:34]=[CH:35][C:36]=4[N:40]=3)[NH:42][CH2:43]2)[O:45][CH2:46][CH2:47]1, predict the reactants needed to synthesize it. The reactants are: [C:1]([O:5][C:6]([N:8]1[CH2:12][CH2:11][CH2:10][C@H:9]1[C:13]1[NH:14][C:15]([C:18]2[CH:30]=[C:29]3[C:21]([C:22]4[CH:23]=[CH:24][C:25]([C:33]5[CH:34]=[CH:35][C:36]6[N:40]=[C:39]([C@@H:41]7[CH2:49][C:44]8([O:48][CH2:47][CH2:46][O:45]8)[CH2:43][N:42]7C(OCC7C=CC=CC=7)=O)[NH:38][C:37]=6[CH:60]=5)=[CH:26][C:27]=4[C:28]3([F:32])[F:31])=[CH:20][CH:19]=2)=[CH:16][N:17]=1)=[O:7])([CH3:4])([CH3:3])[CH3:2].C(N(CC)CC)C. (2) Given the product [Br:1][C:2]1[CH:7]=[C:6]([O:8][CH3:9])[C:5]([O:10][CH3:11])=[CH:4][C:3]=1[CH2:12][C:13]([Cl:19])=[O:15], predict the reactants needed to synthesize it. The reactants are: [Br:1][C:2]1[CH:7]=[C:6]([O:8][CH3:9])[C:5]([O:10][CH3:11])=[CH:4][C:3]=1[CH2:12][C:13]([OH:15])=O.C(Cl)(=O)C([Cl:19])=O.